This data is from Forward reaction prediction with 1.9M reactions from USPTO patents (1976-2016). The task is: Predict the product of the given reaction. (1) Given the reactants Cl[C:2]([O:4][C:5]1[CH:10]=[CH:9][C:8]([N+:11]([O-:13])=[O:12])=[CH:7][CH:6]=1)=[O:3].[C:14]([N:17]1[CH2:22][CH2:21][N:20]([CH2:23][CH2:24][CH2:25][OH:26])[CH2:19][CH2:18]1)(=[O:16])[CH3:15].C(N(CC)CC)C, predict the reaction product. The product is: [C:2](=[O:3])([O:4][C:5]1[CH:6]=[CH:7][C:8]([N+:11]([O-:13])=[O:12])=[CH:9][CH:10]=1)[O:26][CH2:25][CH2:24][CH2:23][N:20]1[CH2:21][CH2:22][N:17]([C:14](=[O:16])[CH3:15])[CH2:18][CH2:19]1. (2) Given the reactants [Cl:1][C:2]1[N:6]2[N:7]=[C:8]([CH3:27])[C:9]([CH2:18][CH:19]([OH:26])[CH2:20][C:21]([O:23]CC)=[O:22])=[C:10]([C:11]3[CH:16]=[CH:15][C:14]([F:17])=[CH:13][CH:12]=3)[C:5]2=[CH:4][CH:3]=1.[OH-].[Na+].CO, predict the reaction product. The product is: [Cl:1][C:2]1[N:6]2[N:7]=[C:8]([CH3:27])[C:9]([CH2:18][CH:19]([OH:26])[CH2:20][C:21]([OH:23])=[O:22])=[C:10]([C:11]3[CH:12]=[CH:13][C:14]([F:17])=[CH:15][CH:16]=3)[C:5]2=[CH:4][CH:3]=1. (3) The product is: [Cl:12][C:13]1[CH:21]=[C:20]([N+:22]([O-:24])=[O:23])[CH:19]=[CH:18][C:14]=1[C:15]1[O:1][N:2]=[C:3]([C:5]2[C:10]([CH3:11])=[CH:9][CH:8]=[CH:7][N:6]=2)[N:4]=1. Given the reactants [OH:1][NH:2][C:3]([C:5]1[C:10]([CH3:11])=[CH:9][CH:8]=[CH:7][N:6]=1)=[NH:4].[Cl:12][C:13]1[CH:21]=[C:20]([N+:22]([O-:24])=[O:23])[CH:19]=[CH:18][C:14]=1[C:15](O)=O, predict the reaction product. (4) Given the reactants [C:1]12([CH2:11][CH2:12][CH2:13][O:14][C:15]3[CH:20]=[CH:19][C:18]([CH2:21][CH2:22][NH:23]C(=O)OC(C)(C)C)=[CH:17][CH:16]=3)[CH2:10][CH:5]3[CH2:6][CH:7]([CH2:9][CH:3]([CH2:4]3)[CH2:2]1)[CH2:8]2, predict the reaction product. The product is: [C:1]12([CH2:11][CH2:12][CH2:13][O:14][C:15]3[CH:16]=[CH:17][C:18]([CH2:21][CH2:22][NH2:23])=[CH:19][CH:20]=3)[CH2:10][CH:5]3[CH2:4][CH:3]([CH2:9][CH:7]([CH2:6]3)[CH2:8]1)[CH2:2]2. (5) Given the reactants [CH2:1]([N:8]([CH2:21][C:22]1[CH:27]=[CH:26][CH:25]=[CH:24][CH:23]=1)[C:9]1[CH:14]=[CH:13][C:12](Br)=[CH:11][C:10]=1[O:16][C:17]([F:20])([F:19])[F:18])[C:2]1[CH:7]=[CH:6][CH:5]=[CH:4][CH:3]=1.[N:28]1([C:34]([O:36][C:37]([CH3:40])([CH3:39])[CH3:38])=[O:35])[CH2:33][CH2:32][NH:31][CH2:30][CH2:29]1.C1(P(C2C(P(C3C=CC=CC=3)C3C=CC=CC=3)=C(C3C4C(=CC=CC=4)C=CC=3)C3C(C=2)=CC=CC=3)C2C=CC=CC=2)C=CC=CC=1.C(=O)([O-])[O-].[Cs+].[Cs+], predict the reaction product. The product is: [CH2:1]([N:8]([CH2:21][C:22]1[CH:27]=[CH:26][CH:25]=[CH:24][CH:23]=1)[C:9]1[CH:14]=[CH:13][C:12]([N:31]2[CH2:30][CH2:29][N:28]([C:34]([O:36][C:37]([CH3:40])([CH3:39])[CH3:38])=[O:35])[CH2:33][CH2:32]2)=[CH:11][C:10]=1[O:16][C:17]([F:20])([F:19])[F:18])[C:2]1[CH:7]=[CH:6][CH:5]=[CH:4][CH:3]=1.